Dataset: Full USPTO retrosynthesis dataset with 1.9M reactions from patents (1976-2016). Task: Predict the reactants needed to synthesize the given product. (1) Given the product [CH3:23][O:24][C:25]1[C:39]([O:40][CH3:41])=[CH:38][C:28]([C:29]([C:31]2[CH:37]=[CH:36][CH:35]=[CH:34][C:32]=2[NH:33][C:20]([C:17]2[CH:16]=[CH:15][C:14]([C:3]3[CH:4]=[C:5]([C:8]4[O:9][C:10]([CH3:13])=[N:11][N:12]=4)[CH:6]=[CH:7][C:2]=3[CH3:1])=[CH:19][CH:18]=2)=[O:21])=[O:30])=[C:27]([CH3:42])[CH:26]=1, predict the reactants needed to synthesize it. The reactants are: [CH3:1][C:2]1[CH:7]=[CH:6][C:5]([C:8]2[O:9][C:10]([CH3:13])=[N:11][N:12]=2)=[CH:4][C:3]=1[C:14]1[CH:19]=[CH:18][C:17]([C:20](O)=[O:21])=[CH:16][CH:15]=1.[CH3:23][O:24][C:25]1[C:39]([O:40][CH3:41])=[CH:38][C:28]([C:29]([C:31]2[CH:37]=[CH:36][CH:35]=[CH:34][C:32]=2[NH2:33])=[O:30])=[C:27]([CH3:42])[CH:26]=1. (2) Given the product [OH:32][C:23]([C:13]1[C:14]2[NH:18][C:17](=[O:19])[NH:16][C:15]=2[CH:22]=[C:11]([C:10]2[C:6]([CH3:5])=[N:7][O:8][C:9]=2[CH3:33])[CH:12]=1)([C:26]1[CH:31]=[CH:30][CH:29]=[CH:28][N:27]=1)[CH:24]([OH:25])[CH2:1][CH3:2], predict the reactants needed to synthesize it. The reactants are: [CH2:1]([Mg]Br)[CH3:2].[CH3:5][C:6]1[C:10]([C:11]2[CH:12]=[C:13]([C:23]([OH:32])([C:26]3[CH:31]=[CH:30][CH:29]=[CH:28][N:27]=3)[CH:24]=[O:25])[C:14]3[N:18]=[C:17]([O:19]CC)[NH:16][C:15]=3[CH:22]=2)=[C:9]([CH3:33])[O:8][N:7]=1. (3) Given the product [NH2:11][CH2:10][CH2:9][CH:8]([C:12]1[CH:17]=[CH:16][CH:15]=[CH:14][CH:13]=1)[OH:7], predict the reactants needed to synthesize it. The reactants are: [H-].[H-].[H-].[H-].[Li+].[Al+3].[O:7]=[C:8]([C:12]1[CH:17]=[CH:16][CH:15]=[CH:14][CH:13]=1)[CH2:9][C:10]#[N:11].[OH-].[Na+]. (4) Given the product [Cl:1][C:2]1[CH:7]=[CH:6][C:5]([S:8]([NH:11][CH:12]2[CH2:15][CH2:14][CH2:13]2)(=[O:10])=[O:9])=[CH:4][C:3]=1[NH:16][C:17]1[S:18]/[C:19](=[CH:33]\[C:29]2[CH:28]=[C:27]3[C:32](=[CH:31][CH:30]=2)[N:23]=[CH:24][CH:25]=[CH:26]3)/[C:20](=[O:22])[N:21]=1, predict the reactants needed to synthesize it. The reactants are: [Cl:1][C:2]1[CH:7]=[CH:6][C:5]([S:8]([NH:11][CH:12]2[CH2:15][CH2:14][CH2:13]2)(=[O:10])=[O:9])=[CH:4][C:3]=1[NH:16][C:17]1[S:18][CH2:19][C:20](=[O:22])[N:21]=1.[N:23]1[C:32]2[C:27](=[CH:28][C:29]([CH:33]=O)=[CH:30][CH:31]=2)[CH:26]=[CH:25][CH:24]=1.N1CCCCC1.Cl. (5) Given the product [NH2:1][C:2]1[N:3]=[C:4]([NH:17][CH:18]2[CH2:19][CH2:20][N:21]([S:24]([CH2:27][CH2:28][CH2:29][C:30]3[NH:34][N:33]=[N:32][N:31]=3)(=[O:25])=[O:26])[CH2:22][CH2:23]2)[S:5][C:6]=1[C:7]([C:9]1[C:14]([F:15])=[CH:13][CH:12]=[CH:11][C:10]=1[F:16])=[O:8], predict the reactants needed to synthesize it. The reactants are: [NH2:1][C:2]1[N:3]=[C:4]([NH:17][CH:18]2[CH2:23][CH2:22][N:21]([S:24]([CH2:27][CH2:28][CH2:29][C:30]#[N:31])(=[O:26])=[O:25])[CH2:20][CH2:19]2)[S:5][C:6]=1[C:7]([C:9]1[C:14]([F:15])=[CH:13][CH:12]=[CH:11][C:10]=1[F:16])=[O:8].[N-:32]=[N+:33]=[N-:34].[Na+].[Cl-].[NH4+].O. (6) Given the product [CH:1]1([N:5]2[CH2:10][CH2:9][N:8]([C:11](=[O:28])[CH2:12][N:13]3[CH2:18][CH2:17][C:16]4([C:26]5[C:21](=[CH:22][CH:23]=[CH:24][CH:25]=5)[N:20]([CH3:31])[C:19]4=[O:27])[CH2:15][CH2:14]3)[CH2:7][CH2:6]2)[CH2:2][CH2:3][CH2:4]1, predict the reactants needed to synthesize it. The reactants are: [CH:1]1([N:5]2[CH2:10][CH2:9][N:8]([C:11](=[O:28])[CH2:12][N:13]3[CH2:18][CH2:17][C:16]4([C:26]5[C:21](=[CH:22][CH:23]=[CH:24][CH:25]=5)[NH:20][C:19]4=[O:27])[CH2:15][CH2:14]3)[CH2:7][CH2:6]2)[CH2:4][CH2:3][CH2:2]1.IC.[C:31]([O-])([O-])=O.[Cs+].[Cs+].